From a dataset of NCI-60 drug combinations with 297,098 pairs across 59 cell lines. Regression. Given two drug SMILES strings and cell line genomic features, predict the synergy score measuring deviation from expected non-interaction effect. (1) Drug 1: COC1=CC(=CC(=C1O)OC)C2C3C(COC3=O)C(C4=CC5=C(C=C24)OCO5)OC6C(C(C7C(O6)COC(O7)C8=CC=CS8)O)O. Drug 2: CCC1=C2CN3C(=CC4=C(C3=O)COC(=O)C4(CC)O)C2=NC5=C1C=C(C=C5)O. Cell line: PC-3. Synergy scores: CSS=17.5, Synergy_ZIP=-8.19, Synergy_Bliss=-6.63, Synergy_Loewe=-4.13, Synergy_HSA=-2.66. (2) Synergy scores: CSS=-1.68, Synergy_ZIP=0.0460, Synergy_Bliss=-2.64, Synergy_Loewe=-4.17, Synergy_HSA=-3.96. Drug 2: N.N.Cl[Pt+2]Cl. Drug 1: CC12CCC(CC1=CCC3C2CCC4(C3CC=C4C5=CN=CC=C5)C)O. Cell line: DU-145.